This data is from Reaction yield outcomes from USPTO patents with 853,638 reactions. The task is: Predict the reaction yield, written as a fraction of the theoretical maximum amount of product (1.0 means a 100% yield; for example, 0.34 means a 34% yield). (1) The reactants are [CH:1]1[C:13]2[CH:12]([CH2:14][O:15][C:16](=[O:37])[NH:17][C:18]3[CH:23]=[CH:22][C:21]([S:24][C:25]4[CH:30]=[CH:29][C:28]([C:31](Cl)=[O:32])=[CH:27][C:26]=4[N+:34]([O-:36])=[O:35])=[CH:20][CH:19]=3)[C:11]3[C:6](=[CH:7][CH:8]=[CH:9][CH:10]=3)[C:5]=2[CH:4]=[CH:3][CH:2]=1.[F:38][C:39]1[CH:40]=[C:41]([NH2:45])[CH:42]=[N:43][CH:44]=1.C(N(C(C)C)CC)(C)C. The catalyst is O1CCCC1. The product is [CH:1]1[C:13]2[CH:12]([CH2:14][O:15][C:16](=[O:37])[NH:17][C:18]3[CH:23]=[CH:22][C:21]([S:24][C:25]4[CH:30]=[CH:29][C:28]([C:31](=[O:32])[NH:45][C:41]5[CH:42]=[N:43][CH:44]=[C:39]([F:38])[CH:40]=5)=[CH:27][C:26]=4[N+:34]([O-:36])=[O:35])=[CH:20][CH:19]=3)[C:11]3[C:6](=[CH:7][CH:8]=[CH:9][CH:10]=3)[C:5]=2[CH:4]=[CH:3][CH:2]=1. The yield is 0.600. (2) The reactants are C(OC([NH:8][C@@H:9]([CH2:14][C:15]1[CH:20]=[CH:19][C:18]([CH:21]2[S:25](=[O:27])(=[O:26])[N:24](C(C)(C)C)[C:23](=[O:32])[CH2:22]2)=[C:17]([F:33])[CH:16]=1)[C:10]([O:12][CH3:13])=[O:11])=O)(C)(C)C.[F:34][C:35]([F:40])([F:39])[C:36]([OH:38])=[O:37]. No catalyst specified. The product is [F:34][C:35]([F:40])([F:39])[C:36]([OH:38])=[O:37].[NH2:8][C@@H:9]([CH2:14][C:15]1[CH:20]=[CH:19][C:18]([CH:21]2[S:25](=[O:26])(=[O:27])[NH:24][C:23](=[O:32])[CH2:22]2)=[C:17]([F:33])[CH:16]=1)[C:10]([O:12][CH3:13])=[O:11]. The yield is 0.610.